From a dataset of Reaction yield outcomes from USPTO patents with 853,638 reactions. Predict the reaction yield, written as a fraction of the theoretical maximum amount of product (1.0 means a 100% yield; for example, 0.34 means a 34% yield). (1) The reactants are C(N(CC)CC)C.Cl.[CH3:9][NH:10][CH2:11][C:12]1[CH:20]=[CH:19][CH:18]=[C:17]2[C:13]=1[CH2:14][N:15]([CH:22]1[CH2:27][CH2:26][C:25](=[O:28])[NH:24][C:23]1=[O:29])[C:16]2=[O:21].[Cl:30][C:31]1[CH:32]=[C:33]([N:38]=[C:39]=[O:40])[CH:34]=[CH:35][C:36]=1[CH3:37]. The catalyst is C1COCC1. The product is [Cl:30][C:31]1[CH:32]=[C:33]([NH:38][C:39](=[O:40])[N:10]([CH2:11][C:12]2[CH:20]=[CH:19][CH:18]=[C:17]3[C:13]=2[CH2:14][N:15]([CH:22]2[CH2:27][CH2:26][C:25](=[O:28])[NH:24][C:23]2=[O:29])[C:16]3=[O:21])[CH3:9])[CH:34]=[CH:35][C:36]=1[CH3:37]. The yield is 0.750. (2) The reactants are [Br:1][C:2]1[CH:7]=[CH:6][C:5]([OH:8])=[CH:4][CH:3]=1.[Br:9][CH2:10][CH2:11][CH2:12]Br.C(=O)([O-])[O-].[K+].[K+].O. The catalyst is CN(C=O)C.C1COCC1. The product is [Br:1][C:2]1[CH:7]=[CH:6][C:5]([O:8][CH2:12][CH2:11][CH2:10][Br:9])=[CH:4][CH:3]=1. The yield is 0.370. (3) The reactants are ClC(Cl)(O[C:5](=[O:11])OC(Cl)(Cl)Cl)Cl.[NH2:13][C:14]1[CH:19]=[CH:18][C:17]([C:20]2[N:21]=[C:22]([N:39]3[CH2:44][CH2:43][O:42][CH2:41][CH2:40]3)[C:23]3[N:28]=[N:27][N:26]([C:29]4[CH:30]=[C:31]([CH:36]=[CH:37][CH:38]=4)[C:32]([O:34][CH3:35])=[O:33])[C:24]=3[N:25]=2)=[CH:16][CH:15]=1.CCN(CC)CC.[NH2:52][C:53]1[CH:66]=[CH:65][C:56]([C:57]([NH:59][CH2:60][CH2:61][N:62]([CH3:64])[CH3:63])=[O:58])=[CH:55][CH:54]=1. The catalyst is C1COCC1. The product is [CH3:63][N:62]([CH3:64])[CH2:61][CH2:60][NH:59][C:57]([C:56]1[CH:55]=[CH:54][C:53]([NH:52][C:5]([NH:13][C:14]2[CH:15]=[CH:16][C:17]([C:20]3[N:21]=[C:22]([N:39]4[CH2:40][CH2:41][O:42][CH2:43][CH2:44]4)[C:23]4[N:28]=[N:27][N:26]([C:29]5[CH:30]=[C:31]([CH:36]=[CH:37][CH:38]=5)[C:32]([O:34][CH3:35])=[O:33])[C:24]=4[N:25]=3)=[CH:18][CH:19]=2)=[O:11])=[CH:66][CH:65]=1)=[O:58]. The yield is 0.650. (4) The reactants are C(=O)([O-])[O-].[Na+].[Na+].[C:7]([C:10]1[CH:17]=[C:16]([CH3:18])[C:13]([C:14]#[N:15])=[C:12](I)[C:11]=1[O:20][CH2:21][CH3:22])(=[O:9])[CH3:8].[CH3:23][N:24]([CH3:36])[C:25]([C:27]1[N:32]=[CH:31][C:30](B(O)O)=[CH:29][CH:28]=1)=[O:26].ClCCl. The catalyst is O.C(#N)C.C1C=CC(P(C2C=CC=CC=2)[C-]2C=CC=C2)=CC=1.C1C=CC(P(C2C=CC=CC=2)[C-]2C=CC=C2)=CC=1.Cl[Pd]Cl.[Fe+2]. The product is [C:7]([C:10]1[C:11]([O:20][CH2:21][CH3:22])=[C:12]([C:30]2[CH:29]=[CH:28][C:27]([C:25]([N:24]([CH3:36])[CH3:23])=[O:26])=[N:32][CH:31]=2)[C:13]([C:14]#[N:15])=[C:16]([CH3:18])[CH:17]=1)(=[O:9])[CH3:8]. The yield is 0.750. (5) The product is [F:57][C:42]([F:41])([F:56])[C:43]1[CH:44]=[CH:45][C:46]([N:49]2[CH2:54][CH2:53][CH:52]([O:1][C:2]3[CH:26]=[CH:25][C:5]4[N:6]=[C:7]([C:9]([NH:11][CH:12]5[CH2:13][CH2:14][N:15]([C:18]([O:20][C:21]([CH3:22])([CH3:23])[CH3:24])=[O:19])[CH2:16][CH2:17]5)=[O:10])[O:8][C:4]=4[CH:3]=3)[CH2:51][CH2:50]2)=[CH:47][CH:48]=1. The catalyst is C1(C)C=CC=CC=1. The yield is 0.660. The reactants are [OH:1][C:2]1[CH:26]=[CH:25][C:5]2[N:6]=[C:7]([C:9]([NH:11][CH:12]3[CH2:17][CH2:16][N:15]([C:18]([O:20][C:21]([CH3:24])([CH3:23])[CH3:22])=[O:19])[CH2:14][CH2:13]3)=[O:10])[O:8][C:4]=2[CH:3]=1.N(C(OC(C)C)=O)=NC(OC(C)C)=O.[F:41][C:42]([F:57])([F:56])[C:43]1[CH:48]=[CH:47][C:46]([N:49]2[CH2:54][CH2:53][CH:52](O)[CH2:51][CH2:50]2)=[CH:45][CH:44]=1.C1(P(C2C=CC=CC=2)C2C=CC=CC=2)C=CC=CC=1. (6) The reactants are [CH2:1]([N:8]1[CH2:14][C:13]2[N:15]=[CH:16][C:17](Cl)=[N:18][C:12]=2[O:11][CH2:10][CH2:9]1)[C:2]1[CH:7]=[CH:6][CH:5]=[CH:4][CH:3]=1.C1(P(C2CCCCC2)C2C=CC=CC=2C2C=CC=CC=2)CCCCC1.C[Si](C)(C)[N-:47][Si](C)(C)C.[Li+].Cl.C(=O)([O-])O.[Na+]. The catalyst is C1COCC1.C1C=CC(/C=C/C(/C=C/C2C=CC=CC=2)=O)=CC=1.C1C=CC(/C=C/C(/C=C/C2C=CC=CC=2)=O)=CC=1.C1C=CC(/C=C/C(/C=C/C2C=CC=CC=2)=O)=CC=1.[Pd].[Pd]. The product is [CH2:1]([N:8]1[CH2:14][C:13]2[N:15]=[CH:16][C:17]([NH2:47])=[N:18][C:12]=2[O:11][CH2:10][CH2:9]1)[C:2]1[CH:7]=[CH:6][CH:5]=[CH:4][CH:3]=1. The yield is 0.490. (7) The reactants are C(O[CH:6]([N:10]([CH3:12])[CH3:11])N(C)C)(C)(C)C.[Br:13][C:14]1[CH:19]=[CH:18][C:17]([C:20](=[O:22])[CH3:21])=[C:16]([OH:23])[CH:15]=1. The catalyst is C1(C)C=CC=CC=1. The product is [Br:13][C:14]1[CH:19]=[CH:18][C:17]([C:20](=[O:22])/[CH:21]=[CH:6]/[N:10]([CH3:11])[CH3:12])=[C:16]([OH:23])[CH:15]=1. The yield is 0.820. (8) The reactants are [OH:1][CH2:2][C:3]1[CH:4]=[C:5]([CH:15]=[CH:16][CH:17]=1)[O:6][C:7]1[CH:14]=[CH:13][C:10]([C:11]#[N:12])=[CH:9][N:8]=1.[OH:18][C:19]1[C:24]([CH2:25][CH2:26][CH3:27])=[C:23](O)[CH:22]=[CH:21][C:20]=1[C:29](=[O:31])[CH3:30].C(P(CCCC)CCCC)CCC.N(C(N1CCCCC1)=O)=NC(N1CCCCC1)=O. The catalyst is C(OCC)C.C1(C)C=CC=CC=1.ClCCl. The product is [C:29]([C:20]1[CH:21]=[CH:22][C:23]([O:1][CH2:2][C:3]2[CH:4]=[C:5]([CH:15]=[CH:16][CH:17]=2)[O:6][C:7]2[CH:14]=[CH:13][C:10]([C:11]#[N:12])=[CH:9][N:8]=2)=[C:24]([CH2:25][CH2:26][CH3:27])[C:19]=1[OH:18])(=[O:31])[CH3:30]. The yield is 0.330. (9) The reactants are [N:1]1[CH:6]=[CH:5][CH:4]=[C:3]([C:7]2[CH:12]=[CH:11][C:10]([C:13]3[O:14][C:15]4[C:21]([C:22]([NH2:24])=[O:23])=[CH:20][CH:19]=[CH:18][C:16]=4[N:17]=3)=[CH:9][CH:8]=2)[CH:2]=1.[H][H].Cl. The catalyst is CO.[Pt](=O)=O. The product is [NH:1]1[CH2:6][CH2:5][CH2:4][CH:3]([C:7]2[CH:12]=[CH:11][C:10]([C:13]3[O:14][C:15]4[C:21]([C:22]([NH2:24])=[O:23])=[CH:20][CH:19]=[CH:18][C:16]=4[N:17]=3)=[CH:9][CH:8]=2)[CH2:2]1. The yield is 0.470. (10) The reactants are C=O.[CH3:3][NH:4][CH3:5].[F:6][C:7]1[CH:8]=[CH:9][CH:10]=[C:11]2[C:15]=1[NH:14][CH:13]=[CH:12]2.[C:16]([O-])([O-])=O.[K+].[K+].[OH-].[Na+]. The catalyst is C(O)(=O)C. The product is [F:6][C:7]1[CH:8]=[CH:9][CH:10]=[C:11]2[C:5]=1[NH:4][CH:3]=[C:12]2[CH2:13][N:14]([CH3:15])[CH3:16]. The yield is 0.740.